This data is from Forward reaction prediction with 1.9M reactions from USPTO patents (1976-2016). The task is: Predict the product of the given reaction. (1) Given the reactants I[C:2]1[N:7]2[N:8]=[C:9]([C:11]([F:14])([F:13])[F:12])[CH:10]=[C:6]2[C:5]([CH:15]=[O:16])=[CH:4][CH:3]=1.[CH3:17][NH2:18], predict the reaction product. The product is: [CH3:17][NH:18][C:2]1[N:7]2[N:8]=[C:9]([C:11]([F:14])([F:13])[F:12])[CH:10]=[C:6]2[C:5]([CH:15]=[O:16])=[CH:4][CH:3]=1. (2) Given the reactants [Si:1](Cl)([C:4]([CH3:7])([CH3:6])[CH3:5])([CH3:3])[CH3:2].[OH:9][CH2:10][CH2:11][N:12]1[C:16]([CH3:17])=[CH:15][N:14]=[CH:13]1.N1C=CN=C1.C(Cl)Cl, predict the reaction product. The product is: [Si:1]([O:9][CH2:10][CH2:11][N:12]1[C:16]([CH3:17])=[CH:15][N:14]=[CH:13]1)([C:4]([CH3:7])([CH3:6])[CH3:5])([CH3:3])[CH3:2]. (3) Given the reactants [Cl:1][C:2]1[C:39]([C:40]([F:43])([F:42])[F:41])=[CH:38][CH:37]=[CH:36][C:3]=1[CH2:4][N:5]([CH2:22][CH:23]([C:30]1[CH:35]=[CH:34][CH:33]=[CH:32][CH:31]=1)[C:24]1[CH:29]=[CH:28][CH:27]=[CH:26][CH:25]=1)[CH2:6][CH2:7][CH2:8][O:9][C:10]1[CH:15]=[CH:14][CH:13]=[C:12]([N:16]2[CH2:21][CH2:20][NH:19][CH2:18][CH2:17]2)[CH:11]=1.IC.[CH:46](N(C(C)C)CC)(C)C.[CH3:55][S:56]([OH:59])(=[O:58])=[O:57], predict the reaction product. The product is: [CH3:55][S:56]([OH:59])(=[O:58])=[O:57].[Cl:1][C:2]1[C:39]([C:40]([F:41])([F:43])[F:42])=[CH:38][CH:37]=[CH:36][C:3]=1[CH2:4][N:5]([CH2:22][CH:23]([C:24]1[CH:29]=[CH:28][CH:27]=[CH:26][CH:25]=1)[C:30]1[CH:31]=[CH:32][CH:33]=[CH:34][CH:35]=1)[CH2:6][CH2:7][CH2:8][O:9][C:10]1[CH:15]=[CH:14][CH:13]=[C:12]([N:16]2[CH2:17][CH2:18][N:19]([CH3:46])[CH2:20][CH2:21]2)[CH:11]=1. (4) Given the reactants Br[C:2]1[CH:7]=[CH:6][C:5]([O:8][CH3:9])=[CH:4][CH:3]=1.[NH:10]1[CH2:15][CH2:14][O:13][CH2:12][CH2:11]1.CC([O-])(C)C.[Na+].C(Cl)(Cl)Cl, predict the reaction product. The product is: [CH3:9][O:8][C:5]1[CH:6]=[CH:7][C:2]([N:10]2[CH2:15][CH2:14][O:13][CH2:12][CH2:11]2)=[CH:3][CH:4]=1. (5) The product is: [CH3:9][O:8][C:5]1[CH:6]=[CH:7][C:2]([C:1]2[CH:23]=[C:22]([CH2:21][OH:26])[O:18][N:17]=2)=[CH:3][CH:4]=1. Given the reactants [CH:1](=O)[C:2]1[CH:7]=[CH:6][C:5]([O:8][CH3:9])=[CH:4][CH:3]=1.C(=O)(O)[O-].[Na+].Cl.[NH2:17][OH:18].ClN1C(=O)[CH2:23][CH2:22][C:21]1=[O:26].C(O)C#C.C(N(CC)CC)C, predict the reaction product. (6) Given the reactants [C:1]([O:5][C:6]([NH:8][CH:9]1[CH2:15][C@@H:14]2[O:16][C@@H:11]([CH2:12][CH2:13]2)[CH:10]1[C:17](OCC)=[O:18])=[O:7])([CH3:4])([CH3:3])[CH3:2].[H-].[H-].[H-].[H-].[Li+].[Al+3].CCO.CCOC(C)=O.[OH-].[Na+], predict the reaction product. The product is: [OH:18][CH2:17][CH:10]1[CH:9]([NH:8][C:6](=[O:7])[O:5][C:1]([CH3:2])([CH3:3])[CH3:4])[CH2:15][C@@H:14]2[O:16][C@H:11]1[CH2:12][CH2:13]2.